This data is from Full USPTO retrosynthesis dataset with 1.9M reactions from patents (1976-2016). The task is: Predict the reactants needed to synthesize the given product. Given the product [CH3:1][C:2]1[CH:7]=[C:6]([CH3:8])[CH:5]=[C:4]([CH3:9])[C:3]=1[S:10]([N:15]1[CH:16]([C:27]([NH2:29])=[O:28])[CH2:17][C:18]2[C:26]3[C:21](=[CH:22][CH:23]=[CH:24][CH:25]=3)[NH:20][C:19]=2[CH2:14]1)(=[O:12])=[O:11], predict the reactants needed to synthesize it. The reactants are: [CH3:1][C:2]1[CH:7]=[C:6]([CH3:8])[CH:5]=[C:4]([CH3:9])[C:3]=1[S:10](Cl)(=[O:12])=[O:11].[CH2:14]1[C:19]2[NH:20][C:21]3[C:26]([C:18]=2[CH2:17][CH:16]([C:27]([NH2:29])=[O:28])[NH:15]1)=[CH:25][CH:24]=[CH:23][CH:22]=3.C(N(CC)CC)C.O.